This data is from CYP2C9 inhibition data for predicting drug metabolism from PubChem BioAssay. The task is: Regression/Classification. Given a drug SMILES string, predict its absorption, distribution, metabolism, or excretion properties. Task type varies by dataset: regression for continuous measurements (e.g., permeability, clearance, half-life) or binary classification for categorical outcomes (e.g., BBB penetration, CYP inhibition). Dataset: cyp2c9_veith. The compound is Cc1cnc(CNc2nc(-c3ccoc3)nc3ccccc23)cn1. The result is 0 (non-inhibitor).